From a dataset of TCR-epitope binding with 47,182 pairs between 192 epitopes and 23,139 TCRs. Binary Classification. Given a T-cell receptor sequence (or CDR3 region) and an epitope sequence, predict whether binding occurs between them. (1) The epitope is PROT_97E67BCC. The TCR CDR3 sequence is CASSPRTSGTYEQYF. Result: 1 (the TCR binds to the epitope). (2) The epitope is HPKVSSEVHI. The TCR CDR3 sequence is CATSRVSWTDEQYF. Result: 0 (the TCR does not bind to the epitope). (3) The epitope is HPVGEADYFEY. The TCR CDR3 sequence is CSVDDTGLGELFF. Result: 0 (the TCR does not bind to the epitope). (4) The epitope is IPSINVHHY. The TCR CDR3 sequence is CASSGWGQNTGELFF. Result: 0 (the TCR does not bind to the epitope). (5) The epitope is VVYRGTTTY. The TCR CDR3 sequence is CASSLGPGGAYEQYF. Result: 0 (the TCR does not bind to the epitope). (6) The TCR CDR3 sequence is CASRLGQGAHTGELFF. Result: 1 (the TCR binds to the epitope). The epitope is IVTDFSVIK. (7) The epitope is QVPLRPMTYK. The TCR CDR3 sequence is CSAIDRDRYYEQYF. Result: 0 (the TCR does not bind to the epitope). (8) Result: 0 (the TCR does not bind to the epitope). The TCR CDR3 sequence is CASSLYSYEQYF. The epitope is KLNVGDYFV. (9) The epitope is LEPLVDLPI. The TCR CDR3 sequence is CASSSGLAGGTLSSYEQYF. Result: 1 (the TCR binds to the epitope). (10) The epitope is TLIGDCATV. The TCR CDR3 sequence is CASSPSRERWDEQYF. Result: 0 (the TCR does not bind to the epitope).